From a dataset of CYP1A2 inhibition data for predicting drug metabolism from PubChem BioAssay. Regression/Classification. Given a drug SMILES string, predict its absorption, distribution, metabolism, or excretion properties. Task type varies by dataset: regression for continuous measurements (e.g., permeability, clearance, half-life) or binary classification for categorical outcomes (e.g., BBB penetration, CYP inhibition). Dataset: cyp1a2_veith. (1) The molecule is CSc1ccc(CNc2ccc(Cl)cc2)cc1. The result is 1 (inhibitor). (2) The result is 0 (non-inhibitor). The compound is O=C(NC1CCCc2ccccc21)c1ccc(=O)[nH]c1. (3) The compound is COc1ccc(-n2c(=O)c(-c3ccccc3)nc3cnc(N4CCNCC4)nc32)cc1. The result is 1 (inhibitor). (4) The molecule is O=C(c1csnn1)N1CCC2(CC1)CN(Cc1cc(C(F)(F)F)cc(C(F)(F)F)c1)C2. The result is 0 (non-inhibitor). (5) The drug is O=C(O)c1ccccc1C(=O)Nc1ccc(S(=O)(=O)Nc2nccs2)cc1. The result is 0 (non-inhibitor).